This data is from Peptide-MHC class II binding affinity with 134,281 pairs from IEDB. The task is: Regression. Given a peptide amino acid sequence and an MHC pseudo amino acid sequence, predict their binding affinity value. This is MHC class II binding data. (1) The peptide sequence is TSLYVRASGRVTVST. The MHC is DRB1_0405 with pseudo-sequence DRB1_0405. The binding affinity (normalized) is 0.230. (2) The peptide sequence is KGLPIRYQTTATKSE. The MHC is DRB1_0301 with pseudo-sequence DRB1_0301. The binding affinity (normalized) is 0.306. (3) The peptide sequence is ARILRQLATPISVII. The MHC is HLA-DQA10101-DQB10501 with pseudo-sequence HLA-DQA10101-DQB10501. The binding affinity (normalized) is 0.328. (4) The peptide sequence is SPPVVSFRETVLDKS. The binding affinity (normalized) is 0.133. The MHC is HLA-DPA10201-DPB11401 with pseudo-sequence HLA-DPA10201-DPB11401. (5) The peptide sequence is GAMLVGQVTLLDLLK. The MHC is DRB1_0801 with pseudo-sequence DRB1_0801. The binding affinity (normalized) is 0.566. (6) The peptide sequence is FAEIMKICSTIEELR. The MHC is DRB3_0101 with pseudo-sequence DRB3_0101. The binding affinity (normalized) is 0.202. (7) The peptide sequence is AHGETVSAVAELIGD. The MHC is DRB1_1302 with pseudo-sequence DRB1_1302. The binding affinity (normalized) is 0.560. (8) The peptide sequence is KYKIAGGIAGGLALL. The MHC is DRB1_0701 with pseudo-sequence DRB1_0701. The binding affinity (normalized) is 0.234. (9) The peptide sequence is PSLIKTLQSRMSKNF. The MHC is DRB1_0802 with pseudo-sequence DRB1_0802. The binding affinity (normalized) is 0.510. (10) The peptide sequence is KSRTLKSFFAWSLSD. The MHC is H-2-IAb with pseudo-sequence H-2-IAb. The binding affinity (normalized) is 0.147.